This data is from Peptide-MHC class II binding affinity with 134,281 pairs from IEDB. The task is: Regression. Given a peptide amino acid sequence and an MHC pseudo amino acid sequence, predict their binding affinity value. This is MHC class II binding data. (1) The peptide sequence is QKLIEDINASFRAAM. The MHC is DRB1_0401 with pseudo-sequence DRB1_0401. The binding affinity (normalized) is 0.620. (2) The peptide sequence is EKGYFAATQFEPLAA. The MHC is DRB1_1602 with pseudo-sequence DRB1_1602. The binding affinity (normalized) is 0.445. (3) The peptide sequence is AFSIRPGLLIGFGLR. The MHC is HLA-DQA10201-DQB10301 with pseudo-sequence HLA-DQA10201-DQB10301. The binding affinity (normalized) is 0.573. (4) The peptide sequence is TLWQRPIVTIKIGGQLKEAL. The MHC is HLA-DQA10301-DQB10302 with pseudo-sequence HLA-DQA10301-DQB10302. The binding affinity (normalized) is 0. (5) The peptide sequence is TVMPLLCGIGCAMLH. The MHC is DRB1_0801 with pseudo-sequence DRB1_0801. The binding affinity (normalized) is 0.222. (6) The peptide sequence is AGSLQGQWRGAAGTA. The MHC is DRB1_0405 with pseudo-sequence DRB1_0405. The binding affinity (normalized) is 0.127. (7) The peptide sequence is ETALKKAITAMSE. The MHC is DRB1_0405 with pseudo-sequence DRB1_0405. The binding affinity (normalized) is 0.435. (8) The peptide sequence is NIVVNVFNQLDQPLL. The MHC is DRB1_0405 with pseudo-sequence DRB1_0405. The binding affinity (normalized) is 0.782.